Dataset: Peptide-MHC class II binding affinity with 134,281 pairs from IEDB. Task: Regression. Given a peptide amino acid sequence and an MHC pseudo amino acid sequence, predict their binding affinity value. This is MHC class II binding data. The peptide sequence is MSGHALAARTLLAAA. The MHC is DRB4_0101 with pseudo-sequence DRB4_0103. The binding affinity (normalized) is 0.437.